From a dataset of Full USPTO retrosynthesis dataset with 1.9M reactions from patents (1976-2016). Predict the reactants needed to synthesize the given product. (1) The reactants are: C([O:4][C:5]1[CH:25]=[CH:24][C:8]([CH2:9][N:10]2[C:14]3=[N:15][C:16]([C:19]([O:21][CH3:22])=[O:20])=[CH:17][CH:18]=[C:13]3[N:12]=[C:11]2[CH3:23])=[C:7]([Cl:26])[CH:6]=1)(=O)C.CO.C(=O)([O-])O.[Na+]. Given the product [Cl:26][C:7]1[CH:6]=[C:5]([OH:4])[CH:25]=[CH:24][C:8]=1[CH2:9][N:10]1[C:14]2=[N:15][C:16]([C:19]([O:21][CH3:22])=[O:20])=[CH:17][CH:18]=[C:13]2[N:12]=[C:11]1[CH3:23], predict the reactants needed to synthesize it. (2) Given the product [CH3:30][Si:29]([CH3:32])([CH3:31])[CH2:28][CH2:27][O:26][CH2:25][N:24]([CH2:33][O:34][CH2:35][CH2:36][Si:37]([CH3:40])([CH3:39])[CH3:38])[C:21]1[N:20]2[N:41]=[CH:42][C:43]([C:44]3[CH:45]=[N:46][C:47]([C:50]4[CH:55]=[CH:54][CH:53]=[CH:52][CH:51]=4)=[CH:48][CH:49]=3)=[C:19]2[N:18]=[C:17]([CH:14]2[CH2:13][CH2:12][CH:11]([C:5](=[O:4])[C:6]([OH:8])=[O:7])[CH2:16][CH2:15]2)[C:22]=1[Br:23], predict the reactants needed to synthesize it. The reactants are: C([O:4][C:5](=[C:11]1[CH2:16][CH2:15][CH:14]([C:17]2[C:22]([Br:23])=[C:21]([N:24]([CH2:33][O:34][CH2:35][CH2:36][Si:37]([CH3:40])([CH3:39])[CH3:38])[CH2:25][O:26][CH2:27][CH2:28][Si:29]([CH3:32])([CH3:31])[CH3:30])[N:20]3[N:41]=[CH:42][C:43]([C:44]4[CH:45]=[N:46][C:47]([C:50]5[CH:55]=[CH:54][CH:53]=[CH:52][CH:51]=5)=[CH:48][CH:49]=4)=[C:19]3[N:18]=2)[CH2:13][CH2:12]1)[C:6]([O:8]CC)=[O:7])(=O)C.C1COCC1.[Li+].[OH-].Cl. (3) Given the product [CH2:9]([O:16][C:2]1[CH:7]=[CH:6][C:5]([Br:8])=[CH:4][N:3]=1)[C:10]1[CH:15]=[CH:14][CH:13]=[CH:12][CH:11]=1, predict the reactants needed to synthesize it. The reactants are: Br[C:2]1[CH:7]=[CH:6][C:5]([Br:8])=[CH:4][N:3]=1.[CH2:9]([OH:16])[C:10]1[CH:15]=[CH:14][CH:13]=[CH:12][CH:11]=1.[OH-].[K+].